The task is: Predict the reaction yield, written as a fraction of the theoretical maximum amount of product (1.0 means a 100% yield; for example, 0.34 means a 34% yield).. This data is from Reaction yield outcomes from USPTO patents with 853,638 reactions. (1) The catalyst is [Ag-]=O.C(Cl)(Cl)Cl. The product is [CH2:10]([O:1][CH:2]([CH:7]=[CH2:8])[C:3]([O:5][CH3:6])=[O:4])[C:11]1[CH:16]=[CH:15][CH:14]=[CH:13][CH:12]=1. The reactants are [OH:1][CH:2]([CH:7]=[CH2:8])[C:3]([O:5][CH3:6])=[O:4].Br[CH2:10][C:11]1[CH:16]=[CH:15][CH:14]=[CH:13][CH:12]=1. The yield is 0.507. (2) The reactants are [C:1]1([P:7]([CH2:14]S)[C:8]2[CH:13]=[CH:12][CH:11]=[CH:10][CH:9]=2)[CH:6]=[CH:5][CH:4]=[CH:3][CH:2]=1.[C:16]([NH:19][CH2:20][C:21](O)=[O:22])(=[O:18])[CH3:17].C1CCC(N=C=NC2CCCCC2)CC1. The catalyst is CN(C=O)C. The product is [NH:19]([C:16]([CH3:17])=[O:18])[CH2:20][C:21]([CH2:14][P:7]([C:8]1[CH:13]=[CH:12][CH:11]=[CH:10][CH:9]=1)[C:1]1[CH:6]=[CH:5][CH:4]=[CH:3][CH:2]=1)=[O:22]. The yield is 0.670. (3) The reactants are [C:1]([O:5][C:6](=[O:23])[C@@H:7]([N:15]1[CH:20]=[CH:19][CH:18]=[C:17]([NH2:21])[C:16]1=[O:22])[CH2:8][C:9]1[CH:14]=[CH:13][CH:12]=[CH:11][CH:10]=1)([CH3:4])([CH3:3])[CH3:2].C(N(CC)CC)C.[C:31](Cl)(=[O:38])[C:32]1[CH:37]=[CH:36][CH:35]=[CH:34][CH:33]=1. The catalyst is ClCCl.CN(C1C=CN=CC=1)C. The product is [C:1]([O:5][C:6](=[O:23])[C@@H:7]([N:15]1[CH:20]=[CH:19][CH:18]=[C:17]([NH:21][C:31](=[O:38])[C:32]2[CH:37]=[CH:36][CH:35]=[CH:34][CH:33]=2)[C:16]1=[O:22])[CH2:8][C:9]1[CH:14]=[CH:13][CH:12]=[CH:11][CH:10]=1)([CH3:4])([CH3:2])[CH3:3]. The yield is 0.600. (4) The yield is 0.622. The reactants are [Cl:1][C:2]1[C:7]([C:8]([F:11])([F:10])[F:9])=[CH:6][CH:5]=[CH:4][C:3]=1[C:12]([N:14]1[CH2:19][CH2:18][N:17]2[CH:20]=[C:21]([C:23]([F:26])([F:25])[F:24])[N:22]=[C:16]2[CH2:15]1)=[O:13].[Br:27]N1C(=O)CCC1=O.S([O-])([O-])=O.[Na+].[Na+]. The product is [Br:27][C:20]1[N:17]2[CH2:18][CH2:19][N:14]([C:12]([C:3]3[CH:4]=[CH:5][CH:6]=[C:7]([C:8]([F:10])([F:9])[F:11])[C:2]=3[Cl:1])=[O:13])[CH2:15][C:16]2=[N:22][C:21]=1[C:23]([F:26])([F:24])[F:25]. The catalyst is CN(C)C=O.